Dataset: Forward reaction prediction with 1.9M reactions from USPTO patents (1976-2016). Task: Predict the product of the given reaction. (1) Given the reactants [F:1][C:2]1[CH:3]=[C:4]([C:10]2[CH2:11][CH2:12][N:13]([S:16]([CH3:19])(=[O:18])=[O:17])[CH2:14][CH:15]=2)[CH:5]=[CH:6][C:7]=1[O:8]C.B(Br)(Br)Br.C(=O)(O)[O-:25].[Na+], predict the reaction product. The product is: [F:1][C:2]1[CH:3]=[C:4]([C:10]2([OH:25])[CH2:11][CH2:12][N:13]([S:16]([CH3:19])(=[O:18])=[O:17])[CH2:14][CH2:15]2)[CH:5]=[CH:6][C:7]=1[OH:8]. (2) Given the reactants [Cl:1][C:2]1[CH:8]=[C:7]([Cl:9])[C:6]([O:10][CH3:11])=[CH:5][C:3]=1[NH2:4].[H-].[Na+].Cl[C:15]1[C:20]([C:21]#[N:22])=[CH:19][N:18]=[C:17]2[CH:23]=[CH:24][S:25][C:16]=12, predict the reaction product. The product is: [Cl:1][C:2]1[CH:8]=[C:7]([Cl:9])[C:6]([O:10][CH3:11])=[CH:5][C:3]=1[NH:4][C:15]1[C:20]([C:21]#[N:22])=[CH:19][N:18]=[C:17]2[CH:23]=[CH:24][S:25][C:16]=12. (3) Given the reactants Br[C:2]1[CH:3]=[C:4]2[C:31](=[CH:32][CH:33]=1)[O:30][CH2:29][C:25]1([CH2:28][O:27][CH2:26]1)[C:5]12[CH2:9][O:8][C:7]([N:10]([C:18]([O:20][C:21]([CH3:24])([CH3:23])[CH3:22])=[O:19])[C:11]([O:13][C:14]([CH3:17])([CH3:16])[CH3:15])=[O:12])=[N:6]1.[CH3:34][O:35][CH2:36][C:37]#[CH:38], predict the reaction product. The product is: [CH3:34][O:35][CH2:36][C:37]#[C:38][C:2]1[CH:3]=[C:4]2[C:31](=[CH:32][CH:33]=1)[O:30][CH2:29][C:25]1([CH2:28][O:27][CH2:26]1)[C:5]12[CH2:9][O:8][C:7]([N:10]([C:18]([O:20][C:21]([CH3:23])([CH3:22])[CH3:24])=[O:19])[C:11]([O:13][C:14]([CH3:16])([CH3:15])[CH3:17])=[O:12])=[N:6]1. (4) Given the reactants [F:1][C:2]1[CH:7]=[CH:6][C:5]([N:8]2[C:12]([CH2:13][CH2:14][CH:15]=O)=[CH:11][C:10]([CH2:17][CH2:18][CH2:19][CH3:20])=[N:9]2)=[CH:4][CH:3]=1.[F:21][C:22]1[CH:27]=[CH:26][CH:25]=[CH:24][C:23]=1[N:28]1[CH2:33][CH2:32][NH:31][CH2:30][CH2:29]1.[BH-](OC(C)=O)(OC(C)=O)OC(C)=O.[Na+], predict the reaction product. The product is: [F:21][C:22]1[CH:27]=[CH:26][CH:25]=[CH:24][C:23]=1[N:28]1[CH2:33][CH2:32][N:31]([CH2:15][CH2:14][CH2:13][C:12]2[N:8]([C:5]3[CH:6]=[CH:7][C:2]([F:1])=[CH:3][CH:4]=3)[N:9]=[C:10]([CH2:17][CH2:18][CH2:19][CH3:20])[CH:11]=2)[CH2:30][CH2:29]1. (5) Given the reactants Cl[C:2]1[C:7]([C:8]#[N:9])=[C:6]([Cl:10])[N:5]=[C:4]([S:11][CH3:12])[N:3]=1.[C:13]1([CH:19]2[CH2:24][CH2:23][NH:22][CH2:21][CH2:20]2)[CH:18]=[CH:17][CH:16]=[CH:15][CH:14]=1.C(N(C(C)C)C(C)C)C, predict the reaction product. The product is: [Cl:10][C:6]1[C:7]([C:8]#[N:9])=[C:2]([N:22]2[CH2:23][CH2:24][CH:19]([C:13]3[CH:18]=[CH:17][CH:16]=[CH:15][CH:14]=3)[CH2:20][CH2:21]2)[N:3]=[C:4]([S:11][CH3:12])[N:5]=1. (6) Given the reactants C(OC([NH:8][C@H:9]([C:22]([NH:24][C@H:25]([C:27]([O:29][CH2:30][CH2:31][O:32][C:33]1[CH:38]=[CH:37][C:36]([C:39]2[C:44]([C:45]#[N:46])=[C:43]([S:47][CH2:48][C:49]3[N:50]=[C:51]([C:54]4[CH:59]=[CH:58][C:57]([Cl:60])=[CH:56][CH:55]=4)[S:52][CH:53]=3)[N:42]=[C:41]([N:61]3[CH2:64][CH2:63][CH2:62]3)[C:40]=2[C:65]#[N:66])=[CH:35][CH:34]=1)=[O:28])[CH3:26])=[O:23])[CH2:10][CH2:11][CH2:12][CH2:13][NH:14]C(OC(C)(C)C)=O)=O)(C)(C)C.[F:67][C:68]([F:73])([F:72])[C:69]([OH:71])=[O:70], predict the reaction product. The product is: [F:67][C:68]([F:73])([F:72])[C:69]([OH:71])=[O:70].[F:67][C:68]([F:73])([F:72])[C:69]([OH:71])=[O:70].[NH2:8][C@H:9]([C:22]([NH:24][C@H:25]([C:27]([O:29][CH2:30][CH2:31][O:32][C:33]1[CH:38]=[CH:37][C:36]([C:39]2[C:44]([C:45]#[N:46])=[C:43]([S:47][CH2:48][C:49]3[N:50]=[C:51]([C:54]4[CH:55]=[CH:56][C:57]([Cl:60])=[CH:58][CH:59]=4)[S:52][CH:53]=3)[N:42]=[C:41]([N:61]3[CH2:62][CH2:63][CH2:64]3)[C:40]=2[C:65]#[N:66])=[CH:35][CH:34]=1)=[O:28])[CH3:26])=[O:23])[CH2:10][CH2:11][CH2:12][CH2:13][NH2:14]. (7) The product is: [Cl:51][C:28]1[C:27]([NH:26][C:2]2[N:7]=[C:6]([N:8]([CH:18]3[CH2:19][CH2:20]3)[CH2:9][C:10]3[CH:11]=[CH:12][C:13]([O:16][CH3:17])=[CH:14][CH:15]=3)[C:5]3=[N:21][CH:22]=[C:23]([C:24]#[N:25])[N:4]3[N:3]=2)=[CH:32][C:31]([C:33]#[N:34])=[CH:30][C:29]=1[N:35]1[CH2:40][CH2:39][CH:38]2[N:41]([C:44]([O:46][C:47]([CH3:50])([CH3:49])[CH3:48])=[O:45])[CH2:42][CH2:43][CH:37]2[CH2:36]1. Given the reactants Cl[C:2]1[N:7]=[C:6]([N:8]([CH:18]2[CH2:20][CH2:19]2)[CH2:9][C:10]2[CH:15]=[CH:14][C:13]([O:16][CH3:17])=[CH:12][CH:11]=2)[C:5]2=[N:21][CH:22]=[C:23]([C:24]#[N:25])[N:4]2[N:3]=1.[NH2:26][C:27]1[C:28]([Cl:51])=[C:29]([N:35]2[CH2:40][CH2:39][CH:38]3[N:41]([C:44]([O:46][C:47]([CH3:50])([CH3:49])[CH3:48])=[O:45])[CH2:42][CH2:43][CH:37]3[CH2:36]2)[CH:30]=[C:31]([C:33]#[N:34])[CH:32]=1.CC1(C)C2C(=C(P(C3C=CC=CC=3)C3C=CC=CC=3)C=CC=2)OC2C(P(C3C=CC=CC=3)C3C=CC=CC=3)=CC=CC1=2.C(=O)([O-])[O-].[Cs+].[Cs+], predict the reaction product.